Task: Predict the reaction yield, written as a fraction of the theoretical maximum amount of product (1.0 means a 100% yield; for example, 0.34 means a 34% yield).. Dataset: Reaction yield outcomes from USPTO patents with 853,638 reactions (1) The reactants are Br[C:2]1[CH:3]=[C:4]([CH3:14])[C:5]2[N:9]=[C:8]([CH2:10][CH2:11][CH3:12])[NH:7][C:6]=2[CH:13]=1.[C:15]1(B(O)O)[CH:20]=[CH:19][CH:18]=[CH:17][CH:16]=1.C(=O)([O-])[O-].[Na+].[Na+].Cl. The catalyst is CO.C1(C)C=CC=CC=1. The product is [CH3:14][C:4]1[C:5]2[N:9]=[C:8]([CH2:10][CH2:11][CH3:12])[NH:7][C:6]=2[CH:13]=[C:2]([C:15]2[CH:20]=[CH:19][CH:18]=[CH:17][CH:16]=2)[CH:3]=1. The yield is 0.910. (2) The reactants are [C:1]([Cl:6])(=[O:5])[C:2](Cl)=[O:3].[C:7]1([C:13]2[CH:14]=[C:15]3[N:20]([CH:21]=2)[CH:19]=[CH:18][CH:17]=[CH:16]3)[CH:12]=[CH:11][CH:10]=[CH:9][CH:8]=1. The catalyst is C1(C)C=CC=CC=1.C1COCC1. The product is [O:3]=[C:2]([C:21]1[N:20]2[C:15]([CH:16]=[CH:17][CH:18]=[CH:19]2)=[CH:14][C:13]=1[C:7]1[CH:12]=[CH:11][CH:10]=[CH:9][CH:8]=1)[C:1]([Cl:6])=[O:5]. The yield is 0.800. (3) The reactants are [CH3:1][O:2][C:3](=[O:41])[C:4]1[CH:9]=[CH:8][C:7]([O:10][CH2:11][CH2:12][C:13]2[C:21]3[C:16](=[CH:17][CH:18]=[C:19]([Cl:22])[CH:20]=3)[N:15]([CH:23]([C:30]3[CH:35]=[CH:34][CH:33]=[CH:32][CH:31]=3)[C:24]3[CH:29]=[CH:28][CH:27]=[CH:26][CH:25]=3)[C:14]=2[CH:36]=[CH:37][C:38]([OH:40])=[O:39])=[CH:6][CH:5]=1. The catalyst is CO.[Pt]. The product is [CH3:1][O:2][C:3](=[O:41])[C:4]1[CH:5]=[CH:6][C:7]([O:10][CH2:11][CH2:12][C:13]2[C:21]3[C:16](=[CH:17][CH:18]=[C:19]([Cl:22])[CH:20]=3)[N:15]([CH:23]([C:30]3[CH:31]=[CH:32][CH:33]=[CH:34][CH:35]=3)[C:24]3[CH:29]=[CH:28][CH:27]=[CH:26][CH:25]=3)[C:14]=2[CH2:36][CH2:37][C:38]([OH:40])=[O:39])=[CH:8][CH:9]=1. The yield is 0.790.